This data is from Retrosynthesis with 50K atom-mapped reactions and 10 reaction types from USPTO. The task is: Predict the reactants needed to synthesize the given product. (1) Given the product Nc1ccc(CNc2ccccn2)cc1, predict the reactants needed to synthesize it. The reactants are: O=[N+]([O-])c1ccc(CNc2ccccn2)cc1. (2) Given the product O=C(O)/C=C/C(=O)O, predict the reactants needed to synthesize it. The reactants are: N#Cc1cccc(CN2CCc3cc(Cl)ccc32)c1. (3) Given the product O=C([C@@H]1CS(=O)CN1C(=O)CC1Cc2ccccc2C1)N1CCCC1, predict the reactants needed to synthesize it. The reactants are: O=C(OO)c1cccc(Cl)c1.O=C([C@@H]1CSCN1C(=O)CC1Cc2ccccc2C1)N1CCCC1. (4) Given the product Nc1nc(N2CCNCC2)c(Cl)cc1[N+](=O)[O-], predict the reactants needed to synthesize it. The reactants are: CC(C)(C)OC(=O)N1CCN(c2nc(N)c([N+](=O)[O-])cc2Cl)CC1.